This data is from Reaction yield outcomes from USPTO patents with 853,638 reactions. The task is: Predict the reaction yield, written as a fraction of the theoretical maximum amount of product (1.0 means a 100% yield; for example, 0.34 means a 34% yield). The reactants are [NH:1]1[CH2:6][CH2:5][CH2:4][CH2:3][CH2:2]1.C(N(CC)CC)C.[F:14][C:15]([F:26])([F:25])[C:16](O[C:16](=[O:17])[C:15]([F:26])([F:25])[F:14])=[O:17]. The catalyst is CCOCC. The product is [F:14][C:15]([F:26])([F:25])[C:16]([N:1]1[CH2:6][CH2:5][CH2:4][CH2:3][CH2:2]1)=[O:17]. The yield is 0.770.